Dataset: Cav3 T-type calcium channel HTS with 100,875 compounds. Task: Binary Classification. Given a drug SMILES string, predict its activity (active/inactive) in a high-throughput screening assay against a specified biological target. (1) The molecule is o1c2c(CN(C)C)c(O)ccc2c(=O)c(Oc2ccc(OC)cc2)c1C. The result is 0 (inactive). (2) The compound is s1c2ncn(c(=O)c2c(c1C(=O)Nc1cc(OC)c(OC)c(OC)c1)C)CC(=O)NCCC. The result is 0 (inactive). (3) The molecule is Clc1c(n2c3c(c(c2)CC(=O)/N=C\NOC)cccc3)ncc(c1)C(F)(F)F. The result is 0 (inactive). (4) The molecule is O=C(Nc1c(ccc(c1)C(OC)=O)C(OC)=O)CN1CCN(CC1)c1ccc(OC)cc1. The result is 0 (inactive). (5) The compound is S(=O)(=O)(N1CCC(CC1)c1n(CC)c(SCc2ccc(cc2)C)nn1)c1ccc(OC)cc1. The result is 1 (active).